The task is: Predict the reactants needed to synthesize the given product.. This data is from Full USPTO retrosynthesis dataset with 1.9M reactions from patents (1976-2016). (1) Given the product [F:1][C:2]1[CH:9]=[CH:8][C:5]([CH2:6][NH2:7])=[C:4]([C:10]([F:11])([F:12])[F:13])[CH:3]=1, predict the reactants needed to synthesize it. The reactants are: [F:1][C:2]1[CH:9]=[CH:8][C:5]([C:6]#[N:7])=[C:4]([C:10]([F:13])([F:12])[F:11])[CH:3]=1. (2) Given the product [F:16][C:17]1[CH:18]=[C:19]([N+:25]([O-:27])=[O:26])[CH:20]=[C:21]([F:24])[C:22]=1[N:1]1[CH2:6][CH2:5][O:4][CH2:3][CH2:2]1, predict the reactants needed to synthesize it. The reactants are: [NH:1]1[CH2:6][CH2:5][O:4][CH2:3][CH2:2]1.C(N(CC)C(C)C)(C)C.[F:16][C:17]1[CH:18]=[C:19]([N+:25]([O-:27])=[O:26])[CH:20]=[C:21]([F:24])[C:22]=1F. (3) Given the product [CH3:1][N:2]([CH2:3][C:4]1[CH:9]=[CH:8][C:7]([C:10]([N:12]2[CH2:18][C:17]3([CH3:20])[CH2:19][CH:13]2[CH2:14][C:15]([CH3:22])([CH3:21])[CH2:16]3)=[O:11])=[CH:6][CH:5]=1)[C:33](=[O:34])[C:32]1[CH:36]=[CH:37][C:29]([N:23]2[CH2:24][CH2:25][O:26][CH2:27][CH2:28]2)=[N:30][CH:31]=1, predict the reactants needed to synthesize it. The reactants are: [CH3:1][NH:2][CH2:3][C:4]1[CH:9]=[CH:8][C:7]([C:10]([N:12]2[CH2:18][C:17]3([CH3:20])[CH2:19][CH:13]2[CH2:14][C:15]([CH3:22])([CH3:21])[CH2:16]3)=[O:11])=[CH:6][CH:5]=1.[N:23]1([C:29]2[CH:37]=[CH:36][C:32]([C:33](O)=[O:34])=[CH:31][N:30]=2)[CH2:28][CH2:27][O:26][CH2:25][CH2:24]1.